From a dataset of Full USPTO retrosynthesis dataset with 1.9M reactions from patents (1976-2016). Predict the reactants needed to synthesize the given product. Given the product [ClH:36].[ClH:36].[N:25]1([CH2:24][CH2:23][CH2:22][O:21][C:18]2[CH:19]=[CH:20][C:15]([C:14]([N:11]3[CH2:12][CH2:13][NH:8][CH2:9][CH2:10]3)=[O:35])=[C:16]([C:31]([F:34])([F:33])[F:32])[CH:17]=2)[CH2:30][CH2:29][CH2:28][CH2:27][CH2:26]1, predict the reactants needed to synthesize it. The reactants are: C(OC([N:8]1[CH2:13][CH2:12][N:11]([C:14](=[O:35])[C:15]2[CH:20]=[CH:19][C:18]([O:21][CH2:22][CH2:23][CH2:24][N:25]3[CH2:30][CH2:29][CH2:28][CH2:27][CH2:26]3)=[CH:17][C:16]=2[C:31]([F:34])([F:33])[F:32])[CH2:10][CH2:9]1)=O)(C)(C)C.[ClH:36].